This data is from Peptide-MHC class II binding affinity with 134,281 pairs from IEDB. The task is: Regression. Given a peptide amino acid sequence and an MHC pseudo amino acid sequence, predict their binding affinity value. This is MHC class II binding data. (1) The peptide sequence is SVDSLEHEMWRSRAD. The MHC is DRB1_0801 with pseudo-sequence DRB1_0801. The binding affinity (normalized) is 0. (2) The MHC is DRB1_1001 with pseudo-sequence DRB1_1001. The binding affinity (normalized) is 0.201. The peptide sequence is RVYCDPCRAGFETNV. (3) The peptide sequence is EKKYFAATQFEPLFA. The MHC is DRB1_0701 with pseudo-sequence DRB1_0701. The binding affinity (normalized) is 0.784. (4) The MHC is DRB1_1602 with pseudo-sequence DRB1_1602. The binding affinity (normalized) is 0.259. The peptide sequence is GGGGESFGIVVAWQV.